From a dataset of Forward reaction prediction with 1.9M reactions from USPTO patents (1976-2016). Predict the product of the given reaction. (1) Given the reactants [K].[CH3:2][CH2:3][CH2:4][CH2:5][C:6]1[N:10]([CH2:11][C:12]2[CH:13]=[CH:14][C:15]([C:18]3[CH:19]=[CH:20][CH:21]=[CH:22][C:23]=3[C:24]3[N:28]=[N:27][NH:26][N:25]=3)=[CH:16][CH:17]=2)[C:9]([CH2:29][OH:30])=[C:8]([Cl:31])[N:7]=1.[CH3:32][O:33][C@@H:34]1[C@@H:38]([O:39][N+:40]([O-:42])=[O:41])[CH2:37][C@H:36]([C:43](O)=[O:44])[CH2:35]1.Cl.C(N=C=NCCCN(C)C)C.CN1CCOCC1, predict the reaction product. The product is: [CH3:32][O:33][C@@H:34]1[C@@H:38]([O:39][N+:40]([O-:42])=[O:41])[CH2:37][C@H:36]([C:43]([O:30][CH2:29][C:9]2[N:10]([CH2:11][C:12]3[CH:13]=[CH:14][C:15]([C:18]4[CH:19]=[CH:20][CH:21]=[CH:22][C:23]=4[C:24]4[NH:28][N:27]=[N:26][N:25]=4)=[CH:16][CH:17]=3)[C:6]([CH2:5][CH2:4][CH2:3][CH3:2])=[N:7][C:8]=2[Cl:31])=[O:44])[CH2:35]1. (2) Given the reactants [C:1]1([SH:7])[CH:6]=[CH:5][CH:4]=[CH:3][CH:2]=1.Br[CH2:9][CH2:10][CH2:11][CH2:12][CH2:13][CH2:14][Cl:15], predict the reaction product. The product is: [Cl:15][CH2:14][CH2:13][CH2:12][CH2:11][CH2:10][CH2:9][S:7][C:1]1[CH:6]=[CH:5][CH:4]=[CH:3][CH:2]=1. (3) Given the reactants CCN(C(C)C)C(C)C.[Cl:10][C:11]1[CH:25]=[C:24]2[C:14]([C:15]([OH:32])=[C:16]([C:27](OCC)=[O:28])[C:17](=[O:26])[C:18]32[CH2:23][CH2:22][O:21][CH2:20][CH2:19]3)=[CH:13][CH:12]=1.Cl.[C:34]([O:38][C:39](=[O:42])[CH2:40][NH2:41])([CH3:37])([CH3:36])[CH3:35], predict the reaction product. The product is: [Cl:10][C:11]1[CH:25]=[C:24]2[C:14]([C:15]([OH:32])=[C:16]([C:27]([NH:41][CH2:40][C:39]([O:38][C:34]([CH3:37])([CH3:36])[CH3:35])=[O:42])=[O:28])[C:17](=[O:26])[C:18]32[CH2:23][CH2:22][O:21][CH2:20][CH2:19]3)=[CH:13][CH:12]=1. (4) The product is: [CH3:23][C:4]1([C:12]([O:14][CH2:15][CH2:16][CH2:17][CH3:18])=[O:13])[O:3][C:2]([CH3:19])([CH3:1])[CH2:11][C:6]2([O:10][CH2:9][CH2:8][O:7]2)[CH2:5]1. Given the reactants [CH3:1][C:2]1([CH3:19])[CH2:11][C:6]2([O:10][CH2:9][CH2:8][O:7]2)[CH2:5][CH:4]([C:12]([O:14][CH2:15][CH2:16][CH2:17][CH3:18])=[O:13])[O:3]1.CI.[Li+].[CH3:23]C([N-]C(C)C)C.[Li+].C[Si]([N-][Si](C)(C)C)(C)C.C[Si]([N-][Si](C)(C)C)(C)C.[K+], predict the reaction product.